Dataset: NCI-60 drug combinations with 297,098 pairs across 59 cell lines. Task: Regression. Given two drug SMILES strings and cell line genomic features, predict the synergy score measuring deviation from expected non-interaction effect. Drug 1: C1=CN(C(=O)N=C1N)C2C(C(C(O2)CO)O)O.Cl. Drug 2: CC12CCC3C(C1CCC2O)C(CC4=C3C=CC(=C4)O)CCCCCCCCCS(=O)CCCC(C(F)(F)F)(F)F. Cell line: SK-MEL-28. Synergy scores: CSS=30.8, Synergy_ZIP=-6.05, Synergy_Bliss=-2.40, Synergy_Loewe=-23.0, Synergy_HSA=-1.78.